This data is from Retrosynthesis with 50K atom-mapped reactions and 10 reaction types from USPTO. The task is: Predict the reactants needed to synthesize the given product. Given the product CCc1cnc(-c2cc(C(=O)OC)c(C)cc2C2CCC2)[nH]1, predict the reactants needed to synthesize it. The reactants are: CCC(=O)CBr.COC(=O)c1cc(C(=N)N)c(C2CCC2)cc1C.